Dataset: Forward reaction prediction with 1.9M reactions from USPTO patents (1976-2016). Task: Predict the product of the given reaction. Given the reactants [CH3:1][O:2][C:3]1[CH:4]=[C:5]([CH:9]=[C:10]([O:14][CH3:15])[C:11]=1[O:12][CH3:13])[C:6]([OH:8])=O.C(Cl)(=O)C(Cl)=O.Cl.[CH3:23][NH:24][O:25][CH3:26], predict the reaction product. The product is: [CH3:26][O:25][N:24]([CH3:23])[C:6](=[O:8])[C:5]1[CH:9]=[C:10]([O:14][CH3:15])[C:11]([O:12][CH3:13])=[C:3]([O:2][CH3:1])[CH:4]=1.